From a dataset of Cav3 T-type calcium channel HTS with 100,875 compounds. Binary Classification. Given a drug SMILES string, predict its activity (active/inactive) in a high-throughput screening assay against a specified biological target. (1) The compound is O1CCN(CC1)C(=O)c1cc([N+]([O-])=O)c(N2CCC(CC2)C)cc1. The result is 0 (inactive). (2) The compound is O(c1cc(NC(=O)NC(c2ccncc2)C)ccc1OC)C. The result is 0 (inactive). (3) The drug is FC(F)(F)c1ccc(C(N(Cc2ccccc2)CC)c2n(nnn2)C(C)(C)C)cc1. The result is 1 (active). (4) The drug is S\1C(N2CCC(CC2)C)=NC(=O)C1=C/c1c(nn(c1)c1ccccc1)c1cc(S(=O)(=O)N(C)C)ccc1. The result is 0 (inactive). (5) The drug is S=C(N1C2CC(NC(=O)NC34CC5CC(C3)CC(C4)C5)CC1CC2)Nc1c(OCC)cccc1. The result is 0 (inactive).